Dataset: Full USPTO retrosynthesis dataset with 1.9M reactions from patents (1976-2016). Task: Predict the reactants needed to synthesize the given product. Given the product [C:4]([O:3][C:1]([N:8]1[CH2:9][CH2:10][N:11]([C:15]2[CH:20]=[C:19]([CH3:21])[C:18]([CH3:22])=[CH:17][C:16]=2[CH3:23])[CH2:12][CH2:13]1)=[O:2])([CH3:7])([CH3:6])[CH3:5], predict the reactants needed to synthesize it. The reactants are: [C:1]([N:8]1[CH2:13][CH2:12][NH:11][CH2:10][CH2:9]1)([O:3][C:4]([CH3:7])([CH3:6])[CH3:5])=[O:2].Br[C:15]1[CH:20]=[C:19]([CH3:21])[C:18]([CH3:22])=[CH:17][C:16]=1[CH3:23].C1(P(C2C=CC=CC=2)C2C=CC3C(=CC=CC=3)C=2C2C3C(=CC=CC=3)C=CC=2P(C2C=CC=CC=2)C2C=CC=CC=2)C=CC=CC=1.CC(C)([O-])C.[Na+].